From a dataset of Forward reaction prediction with 1.9M reactions from USPTO patents (1976-2016). Predict the product of the given reaction. Given the reactants Cl.[NH2:2][C:3]1[CH:8]=[CH:7][C:6]([NH:9][C:10]([C:12]2[C:13]([C:18]3[CH:23]=[CH:22][C:21]([CH3:24])=[CH:20][CH:19]=3)=[CH:14][CH:15]=[CH:16][CH:17]=2)=[O:11])=[CH:5][CH:4]=1.[CH:25]([C:27]1[CH:32]=[CH:31][CH:30]=[CH:29][N:28]=1)=[CH2:26], predict the reaction product. The product is: [CH3:24][C:21]1[CH:20]=[CH:19][C:18]([C:13]2[C:12]([C:10]([NH:9][C:6]3[CH:7]=[CH:8][C:3]([NH:2][CH2:26][CH2:25][C:27]4[CH:32]=[CH:31][CH:30]=[CH:29][N:28]=4)=[CH:4][CH:5]=3)=[O:11])=[CH:17][CH:16]=[CH:15][CH:14]=2)=[CH:23][CH:22]=1.